This data is from NCI-60 drug combinations with 297,098 pairs across 59 cell lines. The task is: Regression. Given two drug SMILES strings and cell line genomic features, predict the synergy score measuring deviation from expected non-interaction effect. (1) Drug 1: C1CN1C2=NC(=NC(=N2)N3CC3)N4CC4. Drug 2: C1=C(C(=O)NC(=O)N1)N(CCCl)CCCl. Cell line: NCI-H226. Synergy scores: CSS=5.51, Synergy_ZIP=-4.67, Synergy_Bliss=-4.24, Synergy_Loewe=-7.77, Synergy_HSA=-3.26. (2) Drug 1: CC1C(C(=O)NC(C(=O)N2CCCC2C(=O)N(CC(=O)N(C(C(=O)O1)C(C)C)C)C)C(C)C)NC(=O)C3=C4C(=C(C=C3)C)OC5=C(C(=O)C(=C(C5=N4)C(=O)NC6C(OC(=O)C(N(C(=O)CN(C(=O)C7CCCN7C(=O)C(NC6=O)C(C)C)C)C)C(C)C)C)N)C. Drug 2: CC1=C(N=C(N=C1N)C(CC(=O)N)NCC(C(=O)N)N)C(=O)NC(C(C2=CN=CN2)OC3C(C(C(C(O3)CO)O)O)OC4C(C(C(C(O4)CO)O)OC(=O)N)O)C(=O)NC(C)C(C(C)C(=O)NC(C(C)O)C(=O)NCCC5=NC(=CS5)C6=NC(=CS6)C(=O)NCCC[S+](C)C)O. Cell line: EKVX. Synergy scores: CSS=-1.98, Synergy_ZIP=2.04, Synergy_Bliss=3.63, Synergy_Loewe=-3.05, Synergy_HSA=-1.90.